This data is from NCI-60 drug combinations with 297,098 pairs across 59 cell lines. The task is: Regression. Given two drug SMILES strings and cell line genomic features, predict the synergy score measuring deviation from expected non-interaction effect. (1) Drug 2: CC1C(C(CC(O1)OC2CC(CC3=C2C(=C4C(=C3O)C(=O)C5=C(C4=O)C(=CC=C5)OC)O)(C(=O)CO)O)N)O.Cl. Cell line: HOP-92. Synergy scores: CSS=57.8, Synergy_ZIP=0.254, Synergy_Bliss=0.842, Synergy_Loewe=4.50, Synergy_HSA=5.17. Drug 1: C1CCC(CC1)NC(=O)N(CCCl)N=O. (2) Drug 1: C1CC(=O)NC(=O)C1N2CC3=C(C2=O)C=CC=C3N. Drug 2: CC(C)NC(=O)C1=CC=C(C=C1)CNNC.Cl. Cell line: OVCAR-4. Synergy scores: CSS=0.841, Synergy_ZIP=-0.734, Synergy_Bliss=-4.03, Synergy_Loewe=-4.49, Synergy_HSA=-4.58. (3) Drug 1: C1=NC(=NC(=O)N1C2C(C(C(O2)CO)O)O)N. Drug 2: CS(=O)(=O)CCNCC1=CC=C(O1)C2=CC3=C(C=C2)N=CN=C3NC4=CC(=C(C=C4)OCC5=CC(=CC=C5)F)Cl. Cell line: OVCAR-8. Synergy scores: CSS=32.0, Synergy_ZIP=-5.10, Synergy_Bliss=1.93, Synergy_Loewe=-20.5, Synergy_HSA=3.00. (4) Cell line: NCI-H226. Drug 1: C1=CC=C(C=C1)NC(=O)CCCCCCC(=O)NO. Drug 2: CCC1(C2=C(COC1=O)C(=O)N3CC4=CC5=C(C=CC(=C5CN(C)C)O)N=C4C3=C2)O.Cl. Synergy scores: CSS=14.8, Synergy_ZIP=-5.25, Synergy_Bliss=-3.66, Synergy_Loewe=-7.82, Synergy_HSA=-3.13.